This data is from Reaction yield outcomes from USPTO patents with 853,638 reactions. The task is: Predict the reaction yield, written as a fraction of the theoretical maximum amount of product (1.0 means a 100% yield; for example, 0.34 means a 34% yield). (1) The reactants are N(C(OCC)=O)=NC(OCC)=O.C1(P(C2C=CC=CC=2)C2C=CC=CC=2)C=CC=CC=1.[CH2:32]([N:39]1[CH2:44][CH2:43][NH:42][CH2:41][CH:40]1[CH2:45][CH2:46]O)[C:33]1[CH:38]=[CH:37][CH:36]=[CH:35][CH:34]=1. The catalyst is C1COCC1. The product is [CH2:32]([N:39]1[CH:40]2[CH2:41][N:42]([CH2:46][CH2:45]2)[CH2:43][CH2:44]1)[C:33]1[CH:38]=[CH:37][CH:36]=[CH:35][CH:34]=1. The yield is 0.740. (2) The product is [OH:18][C@@H:20]1[CH2:21][C:22]2[C:27](=[C:26]([O:28][CH3:29])[CH:25]=[CH:24][CH:23]=2)[C@H:19]1[O:16][C:7]1[C:8]2[N:9]([C:11]([CH3:15])=[C:12]([CH3:14])[N:13]=2)[CH:10]=[C:5]([C:3]([N:2]([CH3:1])[CH3:17])=[O:4])[CH:6]=1. The catalyst is C(O)C.O. The reactants are [CH3:1][N:2]([CH3:17])[C:3]([C:5]1[CH:6]=[C:7]([OH:16])[C:8]2[N:9]([C:11]([CH3:15])=[C:12]([CH3:14])[N:13]=2)[CH:10]=1)=[O:4].[O:18]1[CH:20]2[CH2:21][C:22]3[C:27]([CH:19]12)=[C:26]([O:28][CH3:29])[CH:25]=[CH:24][CH:23]=3.C(N(CC)CC)C. The yield is 0.190. (3) The reactants are [CH2:1]1[C:9]2[C:4](=[CH:5][CH:6]=[CH:7][CH:8]=2)[C:3]([CH2:10][CH2:11][C:12]2[CH:17]=[CH:16][CH:15]=[CH:14][N:13]=2)=[CH:2]1.C([Li])CCC.CCCCCC.[Si:29](Cl)([CH3:32])([CH3:31])[CH3:30].[Cl-].[NH4+]. The catalyst is C(OCC)C.O. The product is [CH3:30][Si:29]([CH3:32])([CH3:31])[CH:1]1[C:9]2[C:4](=[CH:5][CH:6]=[CH:7][CH:8]=2)[C:3]([CH2:10][CH2:11][C:12]2[CH:17]=[CH:16][CH:15]=[CH:14][N:13]=2)=[CH:2]1. The yield is 0.810. (4) The product is [C:15]([C:14]1[CH:17]=[C:18]([F:21])[CH:19]=[CH:20][C:13]=1[CH2:12][NH:3][C:4](=[O:11])[O:34][C:30]([CH3:33])([CH3:32])[CH3:31])#[N:16]. The yield is 0.580. The reactants are O=C1C2C(=CC=CC=2)[C:4](=[O:11])[N:3]1[CH2:12][C:13]1[CH:20]=[CH:19][C:18]([F:21])=[CH:17][C:14]=1[C:15]#[N:16].O1CCCC1.O.NN.[C:30]([O:34]C(OC([O:34][C:30]([CH3:33])([CH3:32])[CH3:31])=O)=O)([CH3:33])([CH3:32])[CH3:31]. The catalyst is CN(C)C=O.CCOCC.